Dataset: Catalyst prediction with 721,799 reactions and 888 catalyst types from USPTO. Task: Predict which catalyst facilitates the given reaction. (1) Reactant: [NH2:1][C:2]1[CH:24]=[CH:23][C:5]([O:6][C:7]2[C:16]3[C:11](=[CH:12][C:13]([O:17][CH2:18][C:19]([CH3:22])([OH:21])[CH3:20])=[CH:14][CH:15]=3)[N:10]=[CH:9][CH:8]=2)=[C:4]([F:25])[CH:3]=1.[CH3:26][N:27]1[C:31]([CH3:32])=[C:30]([C:33](O)=[O:34])[C:29](=[O:36])[N:28]1[C:37]1[CH:42]=[CH:41][CH:40]=[CH:39][CH:38]=1.C1C=NC2N(O)N=NC=2C=1.CCN=C=NCCCN(C)C. Product: [F:25][C:4]1[CH:3]=[C:2]([NH:1][C:33]([C:30]2[C:29](=[O:36])[N:28]([C:37]3[CH:38]=[CH:39][CH:40]=[CH:41][CH:42]=3)[N:27]([CH3:26])[C:31]=2[CH3:32])=[O:34])[CH:24]=[CH:23][C:5]=1[O:6][C:7]1[C:16]2[C:11](=[CH:12][C:13]([O:17][CH2:18][C:19]([OH:21])([CH3:22])[CH3:20])=[CH:14][CH:15]=2)[N:10]=[CH:9][CH:8]=1. The catalyst class is: 96. (2) Reactant: FC(F)(F)C(O)=O.[NH2:8][CH:9]1[CH2:14][CH2:13][CH2:12][N:11]([C:15]2[CH:16]=[C:17]([NH:24][C:25]3[CH:30]=[CH:29][C:28]([O:31][CH3:32])=[C:27]([O:33][CH3:34])[N:26]=3)[C:18]3[N:19]([CH:21]=[CH:22][N:23]=3)[N:20]=2)[CH2:10]1.[CH3:35][O:36][C:37]([C:39]1[CH:47]=[CH:46][C:42]([C:43](O)=[O:44])=[CH:41][CH:40]=1)=[O:38].CCN=C=NCCCN(C)C.C(N(CC)CC)C.CN1C=CN=C1. Product: [CH3:32][O:31][C:28]1[CH:29]=[CH:30][C:25]([NH:24][C:17]2[C:18]3[N:19]([CH:21]=[CH:22][N:23]=3)[N:20]=[C:15]([N:11]3[CH2:12][CH2:13][CH2:14][CH:9]([NH:8][C:43]([C:42]4[CH:46]=[CH:47][C:39]([C:37]([O:36][CH3:35])=[O:38])=[CH:40][CH:41]=4)=[O:44])[CH2:10]3)[CH:16]=2)=[N:26][C:27]=1[O:33][CH3:34]. The catalyst class is: 4.